From a dataset of Full USPTO retrosynthesis dataset with 1.9M reactions from patents (1976-2016). Predict the reactants needed to synthesize the given product. (1) Given the product [O:1]1[CH:5]=[CH:4][N:3]=[C:2]1[CH:6]([NH:8][C:9]([C:11]1[C:19]2[C:14](=[N:15][CH:16]=[C:17]([C:20]3[C:28]4[C:23](=[CH:24][C:25]([Cl:29])=[CH:26][CH:27]=4)[N:22]([CH3:30])[N:21]=3)[N:18]=2)[NH:13][CH:12]=1)=[O:10])[CH3:7], predict the reactants needed to synthesize it. The reactants are: [O:1]1[CH:5]=[CH:4][N:3]=[C:2]1[CH:6]([NH:8][C:9]([C:11]1[C:19]2[C:14](=[N:15][CH:16]=[C:17]([C:20]3[C:28]4[C:23](=[CH:24][C:25]([Cl:29])=[CH:26][CH:27]=4)[N:22]([CH3:30])[N:21]=3)[N:18]=2)[N:13](COCC[Si](C)(C)C)[CH:12]=1)=[O:10])[CH3:7].FC(F)(F)C(O)=O.C(N)CN. (2) Given the product [CH3:41][O:40][C:37]1[CH:38]=[CH:39][C:34]([CH2:16][C@H:17]([CH:31]([CH3:32])[CH3:33])[CH2:18]/[CH:19]=[CH:20]/[CH2:21][C@@H:22]([CH:28]([CH3:29])[CH3:30])[C:23]([N:25]([CH3:26])[CH3:27])=[O:24])=[CH:35][C:36]=1[O:42][CH2:43][CH2:44][CH2:45][O:46][CH3:47], predict the reactants needed to synthesize it. The reactants are: C([SiH](CC)CC)C.FC(F)(F)C(O)=O.O[CH:16]([C:34]1[CH:39]=[CH:38][C:37]([O:40][CH3:41])=[C:36]([O:42][CH2:43][CH2:44][CH2:45][O:46][CH3:47])[CH:35]=1)[C@H:17]([CH:31]([CH3:33])[CH3:32])[CH2:18]/[CH:19]=[CH:20]/[CH2:21][C@@H:22]([CH:28]([CH3:30])[CH3:29])[C:23]([N:25]([CH3:27])[CH3:26])=[O:24].